From a dataset of Reaction yield outcomes from USPTO patents with 853,638 reactions. Predict the reaction yield, written as a fraction of the theoretical maximum amount of product (1.0 means a 100% yield; for example, 0.34 means a 34% yield). (1) The reactants are [F:1][C:2]([F:13])([F:12])[O:3][C:4]1[CH:11]=[CH:10][C:7]([CH:8]=O)=[CH:6][CH:5]=1.C1(P(=[CH:33][CH:34]=[O:35])(C2C=CC=CC=2)C2C=CC=CC=2)C=CC=CC=1. The catalyst is C1(C)C=CC=CC=1. The product is [F:1][C:2]([F:13])([F:12])[O:3][C:4]1[CH:11]=[CH:10][C:7](/[CH:8]=[CH:33]/[CH:34]=[O:35])=[CH:6][CH:5]=1. The yield is 0.600. (2) The reactants are CC1(C)C2C(=C(P(C3C=CC=CC=3)C3C=CC=CC=3)C=CC=2)OC2C(P(C3C=CC=CC=3)C3C=CC=CC=3)=CC=CC1=2.C(=O)([O-])[O-].[Cs+].[Cs+].[CH:49]1([C:52]2[CH:57]=[CH:56][N:55]=[CH:54][C:53]=2[N:58]2[CH2:62][CH2:61][NH:60][C:59]2=[O:63])[CH2:51][CH2:50]1.Cl[C:65]1[N:70]=[C:69]([C:71]([F:74])([F:73])[F:72])[CH:68]=[CH:67][N:66]=1. The catalyst is C1(C)C=CC=CC=1.C(Cl)(Cl)Cl.C1C=CC(/C=C/C(/C=C/C2C=CC=CC=2)=O)=CC=1.C1C=CC(/C=C/C(/C=C/C2C=CC=CC=2)=O)=CC=1.C1C=CC(/C=C/C(/C=C/C2C=CC=CC=2)=O)=CC=1.[Pd].[Pd].CO. The product is [CH:49]1([C:52]2[CH:57]=[CH:56][N:55]=[CH:54][C:53]=2[N:58]2[CH2:62][CH2:61][N:60]([C:65]3[N:70]=[C:69]([C:71]([F:74])([F:73])[F:72])[CH:68]=[CH:67][N:66]=3)[C:59]2=[O:63])[CH2:51][CH2:50]1. The yield is 0.350. (3) The reactants are Br[C:2]1[CH:7]=[CH:6][C:5]([C:8]#[C:9][Si:10]([CH3:13])([CH3:12])[CH3:11])=[C:4]([O:14][CH3:15])[CH:3]=1.[Li+].C[Si]([N-][Si](C)(C)C)(C)C.[CH3:26][N:27]1[CH2:32][CH2:31][NH:30][CH2:29][CH2:28]1. The catalyst is C1COCC1.C1C=CC(/C=C/C(/C=C/C2C=CC=CC=2)=O)=CC=1.C1C=CC(/C=C/C(/C=C/C2C=CC=CC=2)=O)=CC=1.C1C=CC(/C=C/C(/C=C/C2C=CC=CC=2)=O)=CC=1.[Pd].[Pd].C1(P(C2CCCCC2)C2(N(C)C)CC=CC=C2C2C=CC=CC=2)CCCCC1. The product is [CH3:15][O:14][C:4]1[CH:3]=[C:2]([N:30]2[CH2:31][CH2:32][N:27]([CH3:26])[CH2:28][CH2:29]2)[CH:7]=[CH:6][C:5]=1[C:8]#[C:9][Si:10]([CH3:13])([CH3:12])[CH3:11]. The yield is 0.684. (4) The reactants are C[Si](C)(C)CCOC(=O)[NH:7][C:8]1[CH:13]=[C:12]([CH3:14])[C:11]([C:15]2[CH:20]=[CH:19][CH:18]=[C:17]([S:21]([C:24]3[CH:28]=[C:27]([C:29]([NH:31][C:32]([O:34][C:35]([CH3:38])([CH3:37])[CH3:36])=[O:33])=[NH:30])[S:26][C:25]=3[S:39][CH3:40])(=[O:23])=[O:22])[CH:16]=2)=[C:10]([NH2:41])[CH:9]=1.CCCC[N+](CCCC)(CCCC)CCCC.[F-]. The yield is 1.00. The catalyst is C1COCC1. The product is [C:35]([O:34][C:32](=[O:33])[NH:31][C:29]([C:27]1[S:26][C:25]([S:39][CH3:40])=[C:24]([S:21]([C:17]2[CH:16]=[C:15]([C:11]3[C:12]([CH3:14])=[CH:13][C:8]([NH2:7])=[CH:9][C:10]=3[NH2:41])[CH:20]=[CH:19][CH:18]=2)(=[O:22])=[O:23])[CH:28]=1)=[NH:30])([CH3:37])([CH3:38])[CH3:36]. (5) The reactants are [Si:1]([O:8][C@@H:9]1[C@@H:14]([CH3:15])[CH2:13][NH:12][CH2:11][C@H:10]1[NH:16][C:17](=[O:23])[O:18][C:19]([CH3:22])([CH3:21])[CH3:20])([C:4]([CH3:7])([CH3:6])[CH3:5])([CH3:3])[CH3:2].CCN(C(C)C)C(C)C.Cl[C:34]1[CH:39]=[CH:38][N:37]=[CH:36][C:35]=1[N+:40]([O-:42])=[O:41]. The catalyst is CC(O)C. The product is [Si:1]([O:8][C@@H:9]1[C@@H:14]([CH3:15])[CH2:13][N:12]([C:34]2[CH:39]=[CH:38][N:37]=[CH:36][C:35]=2[N+:40]([O-:42])=[O:41])[CH2:11][C@H:10]1[NH:16][C:17](=[O:23])[O:18][C:19]([CH3:22])([CH3:21])[CH3:20])([C:4]([CH3:7])([CH3:5])[CH3:6])([CH3:3])[CH3:2]. The yield is 0.760.